Predict the product of the given reaction. From a dataset of Forward reaction prediction with 1.9M reactions from USPTO patents (1976-2016). (1) Given the reactants [OH2:1].O.O.[N+]([O-])([O-])=O.[Tl+3].[N+]([O-])([O-])=O.[N+]([O-])([O-])=O.[CH3:17][O:18][C:19]1[CH:20]=[C:21]2[C:26](=[CH:27][CH:28]=1)[C:25](=[CH2:29])[CH2:24][CH2:23][CH2:22]2.C(Cl)(Cl)Cl, predict the reaction product. The product is: [CH3:17][O:18][C:19]1[CH:28]=[CH:27][C:26]2[CH2:25][C:29](=[O:1])[CH2:24][CH2:23][CH2:22][C:21]=2[CH:20]=1. (2) Given the reactants [O:1]=[C:2]([C:9]1[CH:14]=[C:13]([F:15])[C:12]([F:16])=[C:11]([F:17])[C:10]=1[F:18])[CH2:3][C:4]([O:6][CH2:7][CH3:8])=[O:5].C([O:26][CH2:27][CH3:28])(OCC)OCC.[NH2:29][CH:30](C1CC1)O.[C:35](OC(=O)C)(=O)[CH3:36], predict the reaction product. The product is: [OH:26][CH2:27][C:28]1([NH:29][CH:30]=[C:3]([C:2](=[O:1])[C:9]2[CH:14]=[C:13]([F:15])[C:12]([F:16])=[C:11]([F:17])[C:10]=2[F:18])[C:4]([O:6][CH2:7][CH3:8])=[O:5])[CH2:36][CH2:35]1.